From a dataset of Forward reaction prediction with 1.9M reactions from USPTO patents (1976-2016). Predict the product of the given reaction. (1) Given the reactants [C:1]12([C:11]3[CH:12]=[C:13]([CH:24]=[CH:25][C:26]=3[O:27][CH3:28])[CH2:14][O:15][C:16]3[CH:23]=[CH:22][C:19]([CH:20]=O)=[CH:18][CH:17]=3)[CH2:10][CH:5]3[CH2:6][CH:7]([CH2:9][CH:3]([CH2:4]3)[CH2:2]1)[CH2:8]2.[CH3:29][N:30]1CCC(=C2C3N=CC=CC=3CCC3C=CC=CC2=3)C[CH2:31]1.[CH:51](=O)C1C=CC=CC=1.Cl.N([CH2:62][C:63]([OH:65])=[O:64])C, predict the reaction product. The product is: [C:1]12([C:11]3[CH:12]=[C:13]([CH:24]=[CH:25][C:26]=3[O:27][CH3:28])[CH2:14][O:15][C:16]3[CH:23]=[CH:22][C:19]([CH2:20][N:30]4[CH2:31][CH:62]([C:63]([O:65][CH3:51])=[O:64])[CH2:29]4)=[CH:18][CH:17]=3)[CH2:10][CH:5]3[CH2:6][CH:7]([CH2:9][CH:3]([CH2:4]3)[CH2:2]1)[CH2:8]2. (2) Given the reactants [CH2:1]([C@@H:5]1[NH:10][CH2:9][C@H:8]([CH2:11][CH2:12][CH3:13])[NH:7][C:6]1=[O:14])[CH:2]([CH3:4])[CH3:3].[F:15][C:16]1[CH:21]=[CH:20][C:19]([C:22]2[CH:26]=[C:25]([C:27](O)=[O:28])[O:24][N:23]=2)=[CH:18][CH:17]=1.C([C@@H]1N(C(=O)/C=C/C2C=CC=CC=2)C[C@H](CC(C)C)NC1=O)C(C)C, predict the reaction product. The product is: [F:15][C:16]1[CH:17]=[CH:18][C:19]([C:22]2[CH:26]=[C:25]([C:27]([N:10]3[CH2:9][C@H:8]([CH2:11][CH2:12][CH3:13])[NH:7][C:6](=[O:14])[C@@H:5]3[CH2:1][CH:2]([CH3:4])[CH3:3])=[O:28])[O:24][N:23]=2)=[CH:20][CH:21]=1. (3) Given the reactants [Br:1][C:2]1[CH:3]=[C:4]([CH:6]=[CH:7][C:8]=1[CH3:9])[NH2:5].[C:10]([C:14]1[CH:15]=[C:16]([CH:20]=[CH:21][CH:22]=1)[C:17](O)=[O:18])([CH3:13])([CH3:12])[CH3:11].CN(C(ON1N=NC2C=CC=NC1=2)=[N+](C)C)C.F[P-](F)(F)(F)(F)F.C(N(CC)C(C)C)(C)C.[OH-].[Na+], predict the reaction product. The product is: [Br:1][C:2]1[CH:3]=[C:4]([NH:5][C:17](=[O:18])[C:16]2[CH:20]=[CH:21][CH:22]=[C:14]([C:10]([CH3:12])([CH3:11])[CH3:13])[CH:15]=2)[CH:6]=[CH:7][C:8]=1[CH3:9]. (4) Given the reactants [Cl:1][C:2]1[CH:3]=[C:4]([CH:8]2[C:12]([C:15]3[CH:20]=[CH:19][C:18]([Cl:21])=[CH:17][CH:16]=3)([C:13]#[N:14])[CH:11]([CH2:22][C:23]([CH3:26])([CH3:25])[CH3:24])[NH:10][CH:9]2[C:27](O)=[O:28])[CH:5]=[CH:6][CH:7]=1.[CH3:30][C:31]([CH3:36])([CH3:35])[CH2:32][CH2:33][NH2:34].CN(C(ON1N=NC2C=CC=NC1=2)=[N+](C)C)C.F[P-](F)(F)(F)(F)F.CCN(C(C)C)C(C)C, predict the reaction product. The product is: [CH3:30][C:31]([CH3:36])([CH3:35])[CH2:32][CH2:33][NH:34][C:27]([CH:9]1[CH:8]([C:4]2[CH:5]=[CH:6][CH:7]=[C:2]([Cl:1])[CH:3]=2)[C:12]([C:15]2[CH:20]=[CH:19][C:18]([Cl:21])=[CH:17][CH:16]=2)([C:13]#[N:14])[CH:11]([CH2:22][C:23]([CH3:24])([CH3:26])[CH3:25])[NH:10]1)=[O:28].